Dataset: Full USPTO retrosynthesis dataset with 1.9M reactions from patents (1976-2016). Task: Predict the reactants needed to synthesize the given product. (1) Given the product [F:38][C:39]([F:58])([F:57])[S:40]([O:1][C:2]1[CH:3]=[C:4]2[C:9](=[CH:10][CH:11]=1)[CH:8]([C:12]([O:14][CH2:15][CH3:16])=[O:13])[N:7]([C:17]([O:19][C:20]([CH3:22])([CH3:21])[CH3:23])=[O:18])[CH2:6][CH2:5]2)(=[O:42])=[O:41], predict the reactants needed to synthesize it. The reactants are: [OH:1][C:2]1[CH:3]=[C:4]2[C:9](=[CH:10][CH:11]=1)[CH:8]([C:12]([O:14][CH2:15][CH3:16])=[O:13])[N:7]([C:17]([O:19][C:20]([CH3:23])([CH3:22])[CH3:21])=[O:18])[CH2:6][CH2:5]2.CCN(C(C)C)C(C)C.C1COCC1.[F:38][C:39]([F:58])([F:57])[S:40](N(C1C=CC=CC=1)[S:40]([C:39]([F:58])([F:57])[F:38])(=[O:42])=[O:41])(=[O:42])=[O:41]. (2) Given the product [CH3:1][O:2][C:3]1[CH:4]=[CH:5][CH:6]=[C:7]2[C:12]=1[N:11]=[CH:10][CH:9]=[C:8]2[C:13]([O:15][CH3:16])=[O:14], predict the reactants needed to synthesize it. The reactants are: [CH3:1][O:2][C:3]1[CH:4]=[CH:5][CH:6]=[C:7]2[C:12]=1[N:11]=[CH:10][CH:9]=[C:8]2[C:13]([OH:15])=[O:14].[C:16](Cl)(=O)C(Cl)=O. (3) Given the product [C:23]1([C:31]2[CH:36]=[CH:35][CH:34]=[CH:33][CH:32]=2)[CH:28]=[CH:27][CH:26]=[C:25]([CH2:29][NH:30][CH2:18][C:17]2[CH:20]=[CH:21][C:14]([C:12]3[O:11][N:10]=[C:9]([CH2:1][CH2:2][CH2:3][CH2:4][CH2:5][CH2:6][CH2:7][CH3:8])[N:13]=3)=[CH:15][CH:16]=2)[CH:24]=1, predict the reactants needed to synthesize it. The reactants are: [CH2:1]([C:9]1[N:13]=[C:12]([C:14]2[CH:21]=[CH:20][C:17]([CH:18]=O)=[CH:16][CH:15]=2)[O:11][N:10]=1)[CH2:2][CH2:3][CH2:4][CH2:5][CH2:6][CH2:7][CH3:8].Br.[C:23]1([C:31]2[CH:36]=[CH:35][CH:34]=[CH:33][CH:32]=2)[CH:28]=[CH:27][CH:26]=[C:25]([CH2:29][NH2:30])[CH:24]=1. (4) Given the product [O:35]=[C:33]([CH:19]([P:25](=[O:32])([O:26][CH2:27][CH3:28])[O:29][CH2:30][CH3:31])[CH2:20][CH2:21][CH2:22][CH2:23][CH3:24])[CH3:34], predict the reactants needed to synthesize it. The reactants are: C(NC(C)C)(C)C.C([Li])CCC.CCCCCC.[CH2:19]([P:25](=[O:32])([O:29][CH2:30][CH3:31])[O:26][CH2:27][CH3:28])[CH2:20][CH2:21][CH2:22][CH2:23][CH3:24].[C:33](OCC)(=[O:35])[CH3:34]. (5) The reactants are: [CH2:1]([OH:8])[CH2:2][CH2:3][CH2:4][CH2:5][CH2:6][OH:7].[C:9](O)(=[O:13])[C:10]([CH3:12])=[CH2:11]. Given the product [C:9]([O:7][CH2:6][CH2:5][CH2:4][CH2:3][CH2:2][CH2:1][OH:8])(=[O:13])[C:10]([CH3:12])=[CH2:11], predict the reactants needed to synthesize it. (6) Given the product [Cl:1][C:2]1[N:10]=[C:9]([Cl:11])[CH:8]=[CH:7][C:3]=1[C:4]([O:6][C:18]([CH3:21])([CH3:20])[CH3:19])=[O:5], predict the reactants needed to synthesize it. The reactants are: [Cl:1][C:2]1[N:10]=[C:9]([Cl:11])[CH:8]=[CH:7][C:3]=1[C:4]([OH:6])=[O:5].C(NC(=NC(C)C)O[C:18]([CH3:21])([CH3:20])[CH3:19])(C)C. (7) Given the product [NH2:36][C:35]1[N:10]([C:7]2[CH:8]=[CH:9][C:2]([F:1])=[C:3]([CH:6]=2)[C:4]#[N:5])[N:11]=[C:37]([C:38]([F:39])([F:41])[F:40])[C:34]=1[C:26]1[CH:27]=[C:28]([C:30]([F:31])([F:32])[F:33])[CH:29]=[C:24]([Cl:23])[CH:25]=1, predict the reactants needed to synthesize it. The reactants are: [F:1][C:2]1[CH:9]=[CH:8][C:7]([NH:10][NH2:11])=[CH:6][C:3]=1[C:4]#[N:5].C1(C)C=CC(S(O)(=O)=O)=CC=1.[Cl:23][C:24]1[CH:25]=[C:26]([CH:34]([C:37](=O)[C:38]([F:41])([F:40])[F:39])[C:35]#[N:36])[CH:27]=[C:28]([C:30]([F:33])([F:32])[F:31])[CH:29]=1. (8) Given the product [CH3:24][C:18]1[C:17]([O:16][C:14]2[CH:13]=[CH:12][N:11]=[C:10]([NH:9][C:5]3[CH:6]=[CH:7][CH:8]=[C:3]([CH2:2][N:29]4[CH2:30][CH2:31][N:26]([CH3:25])[CH2:27][CH2:28]4)[CH:4]=3)[CH:15]=2)=[CH:22][CH:21]=[C:20]([CH3:23])[N:19]=1, predict the reactants needed to synthesize it. The reactants are: Cl[CH2:2][C:3]1[CH:4]=[C:5]([NH:9][C:10]2[CH:15]=[C:14]([O:16][C:17]3[C:18]([CH3:24])=[N:19][C:20]([CH3:23])=[CH:21][CH:22]=3)[CH:13]=[CH:12][N:11]=2)[CH:6]=[CH:7][CH:8]=1.[CH3:25][N:26]1[CH2:31][CH2:30][NH:29][CH2:28][CH2:27]1.C(N(C)CC)C. (9) Given the product [OH:4][C:5]1[CH:17]=[CH:16][C:8]2[C:9](=[O:15])[O:10][C:11]([CH3:13])([CH3:14])[O:12][C:7]=2[CH:6]=1, predict the reactants needed to synthesize it. The reactants are: FC1C=C(CNCCC(C)C)C=C(F)C=1[O:4][C:5]1[CH:17]=[CH:16][C:8]2[C:9](=[O:15])[O:10][C:11]([CH3:14])([CH3:13])[O:12][C:7]=2[CH:6]=1.CC(OC(OC(OC(C)(C)C)=O)=O)(C)C.C(=O)([O-])[O-].[K+].[K+].O. (10) Given the product [CH:30]1([CH2:29][N:18]([C:19]2[CH:24]=[CH:23][C:22]([S:25]([CH3:28])(=[O:26])=[O:27])=[CH:21][CH:20]=2)[C:16](=[O:17])[NH:15][C:13]2[S:14][C:10]([S:7]([NH:6][CH2:5][C:4]([OH:35])=[O:3])(=[O:9])=[O:8])=[CH:11][N:12]=2)[CH2:34][CH2:33][CH2:32][CH2:31]1, predict the reactants needed to synthesize it. The reactants are: C([O:3][C:4](=[O:35])[CH2:5][NH:6][S:7]([C:10]1[S:14][C:13]([NH:15][C:16]([N:18]([CH2:29][CH:30]2[CH2:34][CH2:33][CH2:32][CH2:31]2)[C:19]2[CH:24]=[CH:23][C:22]([S:25]([CH3:28])(=[O:27])=[O:26])=[CH:21][CH:20]=2)=[O:17])=[N:12][CH:11]=1)(=[O:9])=[O:8])C.C1(CN(C2C=CC(S(C)(=O)=O)=CC=2)C(=O)NC2SC=C(CC(O)=O)N=2)CCCC1.C1(CNC2C=CC(S(C)(=O)=O)=CC=2)CCCC1.C(OC(=O)CNS(C1SC(N)=NC=1)(=O)=O)C.COC([C@@H]1CCCN1S(C1SC(N)=NC=1)(=O)=O)=O.